This data is from Forward reaction prediction with 1.9M reactions from USPTO patents (1976-2016). The task is: Predict the product of the given reaction. Given the reactants [NH2:1][C:2]1[C:11]2[C:6](=[C:7](Br)[CH:8]=[CH:9][CH:10]=2)[N:5]=[N:4][C:3]=1[C:13]([NH:15][CH:16]1[CH2:18][CH2:17]1)=[O:14].[CH3:19][O:20][C:21]1[CH:26]=[CH:25][C:24]([O:27][CH3:28])=[CH:23][C:22]=1B(O)O, predict the reaction product. The product is: [NH2:1][C:2]1[C:11]2[C:6](=[C:7]([C:25]3[CH:26]=[C:21]([O:20][CH3:19])[CH:22]=[CH:23][C:24]=3[O:27][CH3:28])[CH:8]=[CH:9][CH:10]=2)[N:5]=[N:4][C:3]=1[C:13]([NH:15][CH:16]1[CH2:18][CH2:17]1)=[O:14].